From a dataset of Forward reaction prediction with 1.9M reactions from USPTO patents (1976-2016). Predict the product of the given reaction. (1) Given the reactants [F:1][C:2]1[CH:7]=[CH:6][C:5]([C:8]2[N:9]=[C:10]3[N:14]([C:15]=2[C:16]2[CH:17]=[CH:18][C:19]4[N:20]([C:22]([C@@H:25]5[CH2:27][C@H:26]5[C:28]([O:30]CC)=[O:29])=[N:23][N:24]=4)[CH:21]=2)[CH:13]=[CH:12][O:11]3)=[CH:4][CH:3]=1.[OH-].[Na+], predict the reaction product. The product is: [F:1][C:2]1[CH:7]=[CH:6][C:5]([C:8]2[N:9]=[C:10]3[N:14]([C:15]=2[C:16]2[CH:17]=[CH:18][C:19]4[N:20]([C:22]([C@@H:25]5[CH2:27][C@H:26]5[C:28]([OH:30])=[O:29])=[N:23][N:24]=4)[CH:21]=2)[CH:13]=[CH:12][O:11]3)=[CH:4][CH:3]=1. (2) The product is: [C:1]1([S:7]([C:10]2[C:11]3[C:12](=[CH:14][CH:15]=[CH:16][CH:17]=3)[NH:13][N:18]=2)(=[O:8])=[O:9])[CH:6]=[CH:5][CH:4]=[CH:3][CH:2]=1. Given the reactants [C:1]1([S:7]([CH2:10][C:11]2[CH:17]=[CH:16][CH:15]=[CH:14][C:12]=2[NH2:13])(=[O:9])=[O:8])[CH:6]=[CH:5][CH:4]=[CH:3][CH:2]=1.[N:18]([O-])=O.[Na+].[OH-].[Na+], predict the reaction product. (3) Given the reactants [OH-].[K+].[CH2:3]([O:10][C:11]1[CH:16]=[CH:15][C:14]([CH:17]([C:20]2[CH:25]=[CH:24][CH:23]=[CH:22][C:21]=2[F:26])[CH:18]=O)=[CH:13][CH:12]=1)[C:4]1[CH:9]=[CH:8][CH:7]=[CH:6][CH:5]=1.[CH:27]([C:29]([CH3:31])=[O:30])=[CH2:28].Cl, predict the reaction product. The product is: [CH2:3]([O:10][C:11]1[CH:12]=[CH:13][C:14]([C:17]2([C:20]3[CH:25]=[CH:24][CH:23]=[CH:22][C:21]=3[F:26])[CH2:18][CH2:31][C:29](=[O:30])[CH:27]=[CH:28]2)=[CH:15][CH:16]=1)[C:4]1[CH:5]=[CH:6][CH:7]=[CH:8][CH:9]=1. (4) Given the reactants [CH3:1][CH:2]([NH:34][C:35]([O:37][C:38]([CH3:41])([CH3:40])[CH3:39])=[O:36])[CH2:3][NH:4][C@H:5]([CH2:26][C:27]1[CH:32]=[CH:31][C:30]([Cl:33])=[CH:29][CH:28]=1)[C:6]([NH:8][N:9]1[CH2:13][CH2:12][C@H:11]([N:14]([CH:20]2[CH2:25][CH2:24][CH2:23][CH2:22][CH2:21]2)[C:15](=[O:19])[CH:16]([CH3:18])[CH3:17])[CH2:10]1)=[O:7].[CH3:42]I, predict the reaction product. The product is: [CH3:1][CH:2]([N:34]([CH3:42])[C:35]([O:37][C:38]([CH3:41])([CH3:40])[CH3:39])=[O:36])[CH2:3][NH:4][C@H:5]([CH2:26][C:27]1[CH:32]=[CH:31][C:30]([Cl:33])=[CH:29][CH:28]=1)[C:6]([NH:8][N:9]1[CH2:13][CH2:12][C@H:11]([N:14]([CH:20]2[CH2:25][CH2:24][CH2:23][CH2:22][CH2:21]2)[C:15](=[O:19])[CH:16]([CH3:17])[CH3:18])[CH2:10]1)=[O:7]. (5) The product is: [NH2:7][C:6]1[CH:5]=[C:4]([O:10][CH2:11][CH3:12])[C:3]([Br:2])=[CH:9][C:8]=1[C:17](=[O:21])[CH3:18]. Given the reactants Cl.[Br:2][C:3]1[CH:9]=[CH:8][C:6]([NH2:7])=[CH:5][C:4]=1[O:10][CH2:11][CH3:12].B(Cl)(Cl)Cl.[C:17](#N)[CH3:18].Cl.[OH-:21].[Na+], predict the reaction product. (6) The product is: [C:8]([C:5]1[N:6]=[CH:7][C:2]([C:18]2[CH:26]=[CH:25][C:21]([C:22]([OH:24])=[O:23])=[CH:20][CH:19]=2)=[CH:3][CH:4]=1)#[N:9]. Given the reactants Br[C:2]1[CH:3]=[CH:4][C:5]([C:8]#[N:9])=[N:6][CH:7]=1.CC1(C)C(C)(C)OB([C:18]2[CH:26]=[CH:25][C:21]([C:22]([OH:24])=[O:23])=[CH:20][CH:19]=2)O1, predict the reaction product. (7) Given the reactants [CH2:1]([O:3][CH2:4][CH2:5][O:6][C:7]1[CH:12]=[C:11]([CH3:13])[C:10]([C:14]2[CH:19]=[CH:18][CH:17]=[C:16]([CH2:20][NH:21][C:22]3[CH:32]=[CH:31][C:25]([O:26][CH2:27][C:28]([OH:30])=O)=[CH:24][CH:23]=3)[CH:15]=2)=[C:9]([CH3:33])[CH:8]=1)[CH3:2].Cl.[CH3:35][NH:36][O:37][CH3:38].C(N(CC)CC)C.ON1C2C=CC=CC=2N=N1.Cl.C(N=C=NCCCN(C)C)C, predict the reaction product. The product is: [CH2:1]([O:3][CH2:4][CH2:5][O:6][C:7]1[CH:8]=[C:9]([CH3:33])[C:10]([C:14]2[CH:19]=[CH:18][CH:17]=[C:16]([CH2:20][NH:21][C:22]3[CH:23]=[CH:24][C:25]([O:26][CH2:27][C:28]([N:36]([O:37][CH3:38])[CH3:35])=[O:30])=[CH:31][CH:32]=3)[CH:15]=2)=[C:11]([CH3:13])[CH:12]=1)[CH3:2]. (8) Given the reactants [N:1]1[CH:6]=[CH:5][C:4]([CH:7]=[O:8])=[CH:3][CH:2]=1.S([CH2:19][N+:20]#[C-:21])(C1C=CC(C)=CC=1)(=O)=O.C(=O)([O-])[O-].[K+].[K+], predict the reaction product. The product is: [N:1]1[CH:6]=[CH:5][C:4]([C:7]2[O:8][CH:21]=[N:20][CH:19]=2)=[CH:3][CH:2]=1. (9) The product is: [N+:1]([C:4]1[CH:13]=[CH:12][CH:11]=[C:10]2[C:5]=1[CH:6]=[CH:7][N:19]([C@H:18]([CH3:20])[C:17]([O:16][CH3:15])=[O:21])[C:9]2=[O:14])([O-:3])=[O:2]. Given the reactants [N+:1]([C:4]1[CH:13]=[CH:12][CH:11]=[C:10]2[C:5]=1[CH:6]=[CH:7]O[C:9]2=[O:14])([O-:3])=[O:2].[CH3:15][O:16][C:17](=[O:21])[C@@H:18]([CH3:20])[NH2:19].CO, predict the reaction product. (10) Given the reactants [CH3:1][O:2][C:3]1[CH:26]=[CH:25][C:6]([C:7]([NH:9][C:10]2[C:11]([NH:16][C:17]([CH:19]3[CH2:24][CH2:23][NH:22][CH2:21][CH2:20]3)=[O:18])=[CH:12][CH:13]=[CH:14][CH:15]=2)=[O:8])=[CH:5][CH:4]=1.[N:27]1[CH:32]=[CH:31][CH:30]=[CH:29][C:28]=1[CH:33]=O, predict the reaction product. The product is: [CH3:1][O:2][C:3]1[CH:4]=[CH:5][C:6]([C:7]([NH:9][C:10]2[C:11]([NH:16][C:17]([CH:19]3[CH2:20][CH2:21][N:22]([CH2:33][C:28]4[CH:29]=[CH:30][CH:31]=[CH:32][N:27]=4)[CH2:23][CH2:24]3)=[O:18])=[CH:12][CH:13]=[CH:14][CH:15]=2)=[O:8])=[CH:25][CH:26]=1.